From a dataset of Full USPTO retrosynthesis dataset with 1.9M reactions from patents (1976-2016). Predict the reactants needed to synthesize the given product. (1) The reactants are: [Cl:1][C:2]1[CH:3]=[CH:4][C:5]([N+:21]([O-])=O)=[C:6]([CH2:8][NH:9][CH2:10][C:11]2[C:16]([O:17][CH3:18])=[CH:15][CH:14]=[CH:13][C:12]=2[O:19][CH3:20])[CH:7]=1.O.NN.ClCCl. Given the product [Cl:1][C:2]1[CH:3]=[CH:4][C:5]([NH2:21])=[C:6]([CH2:8][NH:9][CH2:10][C:11]2[C:12]([O:19][CH3:20])=[CH:13][CH:14]=[CH:15][C:16]=2[O:17][CH3:18])[CH:7]=1, predict the reactants needed to synthesize it. (2) Given the product [C:24]([OH:26])(=[O:25])[CH3:13].[NH:1]1[C:5]2=[N:6][CH:7]=[CH:8][CH:9]=[C:4]2[C:3]([CH:10]=[C:11]2[O:15][C:14]([NH:16][C:17]3[CH:22]=[CH:21][CH:20]=[CH:19][C:18]=3[Cl:23])=[C:13]([C:24]([O:34][CH2:33][CH2:32][N:31]([CH3:35])[CH3:30])=[O:25])[C:12]2=[O:29])=[CH:2]1, predict the reactants needed to synthesize it. The reactants are: [NH:1]1[C:5]2=[N:6][CH:7]=[CH:8][CH:9]=[C:4]2[C:3]([CH:10]=[C:11]2[O:15][C:14]([NH:16][C:17]3[CH:22]=[CH:21][CH:20]=[CH:19][C:18]=3[Cl:23])=[C:13]([C:24]([O:26]CC)=[O:25])[C:12]2=[O:29])=[CH:2]1.[CH3:30][N:31]([CH3:35])[CH2:32][CH2:33][OH:34]. (3) The reactants are: [Cl:1][C:2]1[CH:8]=[CH:7][C:5]([NH2:6])=[C:4]([CH3:9])[C:3]=1[N+:10]([O-:12])=[O:11].[N:13]([O-])=O.[Na+]. Given the product [N+:10]([C:3]1[C:2]([Cl:1])=[CH:8][CH:7]=[C:5]2[C:4]=1[CH:9]=[N:13][NH:6]2)([O-:12])=[O:11], predict the reactants needed to synthesize it. (4) Given the product [I:15][C:3]1[C:4]2[CH2:12][C:11]3[C:6](=[CH:7][CH:8]=[C:9]([CH:13]=[O:14])[CH:10]=3)[C:5]=2[NH:1][N:2]=1, predict the reactants needed to synthesize it. The reactants are: [NH:1]1[C:5]2[C:6]3[C:11]([CH2:12][C:4]=2[CH:3]=[N:2]1)=[CH:10][C:9]([CH:13]=[O:14])=[CH:8][CH:7]=3.[I:15]N1C(=O)CCC1=O. (5) Given the product [C:1]([O:5][C:6]([N:8]1[CH:13]([C:14]([CH3:16])=[CH2:15])[CH2:12][C:11]2([O:32][CH2:24][CH2:23][O:17]2)[CH2:10][CH:9]1[CH2:18][CH3:19])=[O:7])([CH3:4])([CH3:3])[CH3:2], predict the reactants needed to synthesize it. The reactants are: [C:1]([O:5][C:6]([N:8]1[CH:13]([C:14]([CH3:16])=[CH2:15])[CH2:12][C:11](=[O:17])[CH2:10][CH:9]1[CH2:18][CH3:19])=[O:7])([CH3:4])([CH3:3])[CH3:2].BrCC1C=C(C(F)(F)F)C=[C:24]([O:32]C)[CH:23]=1.C(OCC)(OCC)OCC.C(O)CO. (6) Given the product [CH2:1]([N:8]1[CH2:13][CH2:12][CH2:11][C:10]2([NH:18][C:17](=[O:19])[C:16]3[CH:20]=[C:21](/[CH:24]=[CH:25]/[C:26]([NH:43][O:44][CH:45]4[CH2:50][CH2:49][CH2:48][CH2:47][O:46]4)=[O:27])[CH:22]=[CH:23][C:15]=3[O:14]2)[CH2:9]1)[C:2]1[CH:7]=[CH:6][CH:5]=[CH:4][CH:3]=1, predict the reactants needed to synthesize it. The reactants are: [CH2:1]([N:8]1[CH2:13][CH2:12][CH2:11][C:10]2([NH:18][C:17](=[O:19])[C:16]3[CH:20]=[C:21](/[CH:24]=[CH:25]/[C:26](O)=[O:27])[CH:22]=[CH:23][C:15]=3[O:14]2)[CH2:9]1)[C:2]1[CH:7]=[CH:6][CH:5]=[CH:4][CH:3]=1.C(Cl)CCl.C1C=CC2N(O)N=NC=2C=1.[NH2:43][O:44][CH:45]1[CH2:50][CH2:49][CH2:48][CH2:47][O:46]1. (7) Given the product [CH3:24][C:23]1[CH:22]=[C:21]([CH3:25])[NH:20][C:19](=[O:26])[C:18]=1[CH2:17][NH:16][C:14]([C:4]1[C:5]2[CH:10]=[N:9][N:8]([CH:11]([CH3:13])[CH3:12])[C:6]=2[N:7]=[C:2]([C:37]2[CH:36]=[CH:35][C:34]([N:31]3[CH2:32][CH2:33][N:28]([CH3:27])[CH2:29][CH2:30]3)=[CH:39][CH:38]=2)[CH:3]=1)=[O:15], predict the reactants needed to synthesize it. The reactants are: Br[C:2]1[CH:3]=[C:4]([C:14]([NH:16][CH2:17][C:18]2[C:19](=[O:26])[NH:20][C:21]([CH3:25])=[CH:22][C:23]=2[CH3:24])=[O:15])[C:5]2[CH:10]=[N:9][N:8]([CH:11]([CH3:13])[CH3:12])[C:6]=2[N:7]=1.[CH3:27][N:28]1[CH2:33][CH2:32][N:31]([C:34]2[CH:39]=[CH:38][C:37](B3OC(C)(C)C(C)(C)O3)=[CH:36][CH:35]=2)[CH2:30][CH2:29]1.C([O-])([O-])=O.[Na+].[Na+].CCOC(C)=O.